From a dataset of Peptide-MHC class I binding affinity with 185,985 pairs from IEDB/IMGT. Regression. Given a peptide amino acid sequence and an MHC pseudo amino acid sequence, predict their binding affinity value. This is MHC class I binding data. (1) The peptide sequence is STFIMLEGET. The MHC is HLA-A02:01 with pseudo-sequence HLA-A02:01. The binding affinity (normalized) is 0.246. (2) The peptide sequence is YQAVVPLVY. The MHC is HLA-B54:01 with pseudo-sequence HLA-B54:01. The binding affinity (normalized) is 0. (3) The peptide sequence is PISELSRLRY. The MHC is HLA-A03:01 with pseudo-sequence HLA-A03:01. The binding affinity (normalized) is 0.252.